From a dataset of Full USPTO retrosynthesis dataset with 1.9M reactions from patents (1976-2016). Predict the reactants needed to synthesize the given product. Given the product [CH3:36][O:35][CH2:34][CH2:33][S:30]([N:27]1[CH2:26][CH2:25][N:24]([C:21]2[CH:20]=[CH:19][C:18]([N:11]3[C:12]4[C:17](=[CH:16][CH:15]=[CH:14][CH:13]=4)[NH:8][CH2:9][CH2:10]3)=[CH:23][CH:22]=2)[CH2:29][CH2:28]1)(=[O:32])=[O:31], predict the reactants needed to synthesize it. The reactants are: C(OC([N:8]1[C:17]2[C:12](=[CH:13][CH:14]=[CH:15][CH:16]=2)[N:11]([C:18]2[CH:23]=[CH:22][C:21]([N:24]3[CH2:29][CH2:28][N:27]([S:30]([CH2:33][CH2:34][O:35][CH3:36])(=[O:32])=[O:31])[CH2:26][CH2:25]3)=[CH:20][CH:19]=2)[CH2:10][CH2:9]1)=O)(C)(C)C.Cl.C(=O)([O-])O.[Na+].